From a dataset of Catalyst prediction with 721,799 reactions and 888 catalyst types from USPTO. Predict which catalyst facilitates the given reaction. Reactant: [C:1]([O:5][C:6]([NH:8][C:9]1[CH:10]=[CH:11][C:12]([C:15]([N:17]([CH3:33])[CH2:18][CH2:19][CH2:20][N:21]([CH3:32])[C:22](=[O:31])[O:23][CH2:24][C:25]2[CH:30]=[CH:29][CH:28]=[CH:27][CH:26]=2)=[O:16])=[N:13][CH:14]=1)=[O:7])([CH3:4])([CH3:3])[CH3:2].[H-].[Na+].[CH3:36]I.O. Product: [C:1]([O:5][C:6]([N:8]([CH3:36])[C:9]1[CH:10]=[CH:11][C:12]([C:15]([N:17]([CH3:33])[CH2:18][CH2:19][CH2:20][N:21]([CH3:32])[C:22](=[O:31])[O:23][CH2:24][C:25]2[CH:26]=[CH:27][CH:28]=[CH:29][CH:30]=2)=[O:16])=[N:13][CH:14]=1)=[O:7])([CH3:2])([CH3:4])[CH3:3]. The catalyst class is: 7.